This data is from Forward reaction prediction with 1.9M reactions from USPTO patents (1976-2016). The task is: Predict the product of the given reaction. (1) The product is: [NH2:1][C@H:2]([C:4]([NH:6][C@H:7]([C:9]([NH:11][C@H:12]([C:17]([OH:19])=[O:18])[CH2:13][C:14](=[O:16])[NH2:15])=[O:10])[CH3:8])=[O:5])[CH3:3].[CH3:39][C:38]([NH:49][CH2:50][CH:51]([OH:67])[CH2:52][O:53][C:54]1[C:59]2[C:60]3[C:65]([NH:66][C:58]=2[CH:57]=[CH:56][CH:55]=1)=[CH:64][CH:63]=[CH:62][CH:61]=3)([C:40]1[CH:45]=[CH:44][C:43]([N:46]=[N+:47]=[N-:48])=[CH:42][CH:41]=1)[CH3:37].[CH3:68][C:69]1[C:75](=[O:76])[C:74]2[N:77]3[C@@:81]([O:88][CH3:89])([C@H:82]([CH2:83][O:84][C:85]([NH2:87])=[O:86])[C:73]=2[C:71](=[O:72])[C:70]=1[NH2:91])[C@H:80]1[NH:90][C@H:79]1[CH2:78]3. Given the reactants [NH:1](C(OCC1C2C(=CC=CC=2)C2C1=CC=CC=2)=O)[C@H:2]([C:4]([NH:6][C@H:7]([C:9]([NH:11][C@H:12]([C:17]([OH:19])=[O:18])[CH2:13][C:14](=[O:16])[NH2:15])=[O:10])[CH3:8])=[O:5])[CH3:3].[CH3:37][C:38]([NH:49][CH2:50][CH:51]([OH:67])[CH2:52][O:53][C:54]1[C:59]2[C:60]3[C:65]([NH:66][C:58]=2[CH:57]=[CH:56][CH:55]=1)=[CH:64][CH:63]=[CH:62][CH:61]=3)([C:40]1[CH:45]=[CH:44][C:43]([N:46]=[N+:47]=[N-:48])=[CH:42][CH:41]=1)[CH3:39].[CH3:68][C:69]1[C:75](=[O:76])[C:74]2[N:77]3[C@@:81]([O:88][CH3:89])([C@H:82]([CH2:83][O:84][C:85]([NH2:87])=[O:86])[C:73]=2[C:71](=[O:72])[C:70]=1[NH2:91])[C@H:80]1[NH:90][C@H:79]1[CH2:78]3.C(OCC)(=O)C.CCCCCC, predict the reaction product. (2) Given the reactants Cl.Cl.[NH:3]1[CH2:8][CH2:7][CH:6](/[CH:9]=[C:10]2/[C:11]([NH:16][CH2:17][C:18]#[CH:19])=[N:12][C:13](=[O:15])[S:14]/2)[CH2:5][CH2:4]1.C(=O)([O-])[O-].[K+].[K+].Br[CH2:27][C:28]1[CH:33]=[C:32]([C:34]([F:37])([F:36])[F:35])[CH:31]=[CH:30][C:29]=1[C:38]([F:41])([F:40])[F:39].O, predict the reaction product. The product is: [F:39][C:38]([F:40])([F:41])[C:29]1[CH:30]=[CH:31][C:32]([C:34]([F:37])([F:35])[F:36])=[CH:33][C:28]=1[CH2:27][N:3]1[CH2:8][CH2:7][CH:6](/[CH:9]=[C:10]2/[C:11]([NH:16][CH2:17][C:18]#[CH:19])=[N:12][C:13](=[O:15])[S:14]/2)[CH2:5][CH2:4]1. (3) The product is: [CH3:34][CH2:33][O:61][CH2:14][CH3:13].[C:60]([O-:61])(=[O:63])[CH3:2]. Given the reactants Br[C:2]1C=CC2NC3C([C:13]=2[CH:14]=1)=CC(Br)=CC=3.C1(N2[C:34]3[CH:33]=CC(B(O)O)=CC=3C3C2=CC=CC=3)C=CC=CC=1.C1(C)C=CC=CC=1P(C1C=CC=CC=1C)C1C=CC=CC=1C.[C:60](=[O:63])([O-])[O-:61].[K+].[K+], predict the reaction product. (4) Given the reactants C([N:3](CC)CC)C.[CH2:8]([Cl:10])[Cl:9].[C:11](Cl)(=[O:13])C, predict the reaction product. The product is: [CH3:11][OH:13].[NH4+:3].[OH-:13].[CH2:8]([Cl:10])[Cl:9].[NH4+:3].[OH-:13]. (5) The product is: [CH2:1]([O:3][C:4](=[O:22])[C:5]1[CH:10]=[CH:9][C:8]([NH:11][C:12]2[N:21]=[C:15]3[C:16]([N:33]4[CH2:32][CH2:31][C:30]([C:27]5[CH:28]=[CH:29][C:24]([Cl:23])=[CH:25][CH:26]=5)([OH:36])[CH2:35][CH2:34]4)=[CH:17][CH:18]=[CH:19][N:14]3[N:13]=2)=[CH:7][CH:6]=1)[CH3:2]. Given the reactants [CH2:1]([O:3][C:4](=[O:22])[C:5]1[CH:10]=[CH:9][C:8]([NH:11][C:12]2[N:21]=[C:15]3[C:16](Br)=[CH:17][CH:18]=[CH:19][N:14]3[N:13]=2)=[CH:7][CH:6]=1)[CH3:2].[Cl:23][C:24]1[CH:29]=[CH:28][C:27]([C:30]2([OH:36])[CH2:35][CH2:34][NH:33][CH2:32][CH2:31]2)=[CH:26][CH:25]=1.C(=O)([O-])[O-].[Cs+].[Cs+].C1(P(C2C=CC=CC=2)C2C3OC4C(=CC=CC=4P(C4C=CC=CC=4)C4C=CC=CC=4)C(C)(C)C=3C=CC=2)C=CC=CC=1, predict the reaction product. (6) Given the reactants [F:1][CH:2]([F:20])[C:3]1[C:4]2[CH:16]3[CH2:17][CH:15]3[C:14]([F:19])([F:18])[C:5]=2[N:6]([CH2:8][C:9]([O:11]CC)=[O:10])[N:7]=1.[Li+].[OH-], predict the reaction product. The product is: [F:20][CH:2]([F:1])[C:3]1[C:4]2[CH:16]3[CH2:17][CH:15]3[C:14]([F:19])([F:18])[C:5]=2[N:6]([CH2:8][C:9]([OH:11])=[O:10])[N:7]=1.